Task: Predict the reactants needed to synthesize the given product.. Dataset: Full USPTO retrosynthesis dataset with 1.9M reactions from patents (1976-2016) (1) Given the product [NH4+:4].[OH-:17].[CH3:8][C@H:6]1[N:7]([CH3:20])[C@@H:2]([CH3:1])[CH2:3][N:4]([C:9]2[CH:10]=[C:11]([C:15](=[O:17])[CH3:16])[CH:12]=[CH:13][CH:14]=2)[CH2:5]1, predict the reactants needed to synthesize it. The reactants are: [CH3:1][C@H:2]1[NH:7][C@@H:6]([CH3:8])[CH2:5][N:4]([C:9]2[CH:10]=[C:11]([C:15](=[O:17])[CH3:16])[CH:12]=[CH:13][CH:14]=2)[CH2:3]1.[BH-](OC(C)=O)(OC(C)=O)O[C:20](C)=O.[Na+].C=O.[NH4+].[OH-]. (2) Given the product [CH3:15][C:6]1([CH3:16])[C:5]2[CH:4]=[CH:3][C:2]([NH:17][C:18]3[CH:23]=[CH:22][CH:21]=[CH:20][CH:19]=3)=[CH:14][C:13]=2[C:12]2[C:7]1=[CH:8][CH:9]=[CH:10][CH:11]=2, predict the reactants needed to synthesize it. The reactants are: Br[C:2]1[CH:3]=[CH:4][C:5]2[C:6]([CH3:16])([CH3:15])[C:7]3[C:12]([C:13]=2[CH:14]=1)=[CH:11][CH:10]=[CH:9][CH:8]=3.[NH2:17][C:18]1[CH:23]=[CH:22][CH:21]=[CH:20][CH:19]=1.CC(C)([O-])C.[Na+]. (3) Given the product [Cl-:31].[Cl-:31].[CH2:36]=[Zr+2:35]([C:2]1[CH2:1][C:9]2[C:4]([CH:3]=1)=[CH:5][CH:6]=[CH:7][CH:8]=2)[C:22]1[CH2:23][C:24]2[C:29]([CH:21]=1)=[CH:28][CH:27]=[CH:26][CH:25]=2, predict the reactants needed to synthesize it. The reactants are: [CH2:1]1[C:9]2[C:4](=[CH:5][CH:6]=[CH:7][CH:8]=2)[CH:3]=[C:2]1C[C:2]1[CH2:1][C:9]2[C:4]([CH:3]=1)=[CH:5][CH:6]=[CH:7][CH:8]=2.[Li][CH2:21][CH2:22][CH2:23][CH3:24].[CH3:25][CH2:26][CH2:27][CH2:28][CH2:29]C.[Cl-:31].[Cl-].[Cl-].[Cl-].[Zr+4:35].[CH3:36]COCC. (4) Given the product [F:1][C:2]1[CH:7]=[CH:6][C:5]([NH:8][C:9]([C:11]2[N:15]([CH3:16])[CH:14]=[C:13]([C:17](=[O:21])[C:18](=[O:20])[NH:27][C@H:25]([CH3:26])[C:24]([F:29])([F:28])[F:23])[CH:12]=2)=[O:10])=[CH:4][C:3]=1[CH3:22], predict the reactants needed to synthesize it. The reactants are: [F:1][C:2]1[CH:7]=[CH:6][C:5]([NH:8][C:9]([C:11]2[N:15]([CH3:16])[CH:14]=[C:13]([C:17](=[O:21])[C:18]([OH:20])=O)[CH:12]=2)=[O:10])=[CH:4][C:3]=1[CH3:22].[F:23][C:24]([F:29])([F:28])[C@H:25]([NH2:27])[CH3:26].C(N(CC)C(C)C)(C)C.F[P-](F)(F)(F)(F)F.N1(OC(N(C)C)=[N+](C)C)C2N=CC=CC=2N=N1. (5) Given the product [ClH:44].[ClH:44].[CH2:36]([NH:43][C:23]([C@@H:22]1[CH2:21][N:20]2[CH2:26][CH2:27][CH2:28][C@@H:19]2[CH2:18][N:17]1[C:15](=[O:16])[C@H:14]([CH:29]1[CH2:34][CH2:33][CH2:32][CH2:31][CH2:30]1)[NH:13][C:11](=[O:12])[C@H:9]([CH3:10])[NH:8][CH3:35])=[O:24])[C:37]1[CH:42]=[CH:41][CH:40]=[CH:39][CH:38]=1, predict the reactants needed to synthesize it. The reactants are: C(OC([N:8]([CH3:35])[C@H:9]([C:11]([NH:13][C@@H:14]([CH:29]1[CH2:34][CH2:33][CH2:32][CH2:31][CH2:30]1)[C:15]([N:17]1[C@H:22]([C:23](O)=[O:24])[CH2:21][N:20]2[CH2:26][CH2:27][CH2:28][C@@H:19]2[CH2:18]1)=[O:16])=[O:12])[CH3:10])=O)(C)(C)C.[CH2:36]([NH2:43])[C:37]1[CH:42]=[CH:41][CH:40]=[CH:39][CH:38]=1.[Cl-:44].COC1N=C(OC)N=C([N+]2(C)CCOCC2)N=1.CN1CCOCC1.C(OCC)(=O)C.Cl. (6) The reactants are: [C:1]([CH:3]1[CH2:5][CH2:4]1)#[CH:2].[N+:6]([CH2:9][C:10]([O:12][CH2:13][CH3:14])=[O:11])([O-])=[O:7].C1N2CCN(CC2)C1. Given the product [CH:3]1([C:1]2[O:7][N:6]=[C:9]([C:10]([O:12][CH2:13][CH3:14])=[O:11])[CH:2]=2)[CH2:5][CH2:4]1, predict the reactants needed to synthesize it. (7) Given the product [N:22]1[CH:23]=[CH:24][CH:25]=[CH:26][C:21]=1[C:6]1[C:7]([C:11]2[C:20]3[C:15](=[CH:16][CH:17]=[CH:18][CH:19]=3)[N:14]=[CH:13][CH:12]=2)=[C:8]2[CH2:9][O:1][CH2:2][CH2:3][N:4]2[N:5]=1, predict the reactants needed to synthesize it. The reactants are: [OH:1][CH2:2][CH2:3][N:4]1[C:8]([CH2:9]O)=[C:7]([C:11]2[C:20]3[C:15](=[CH:16][CH:17]=[CH:18][CH:19]=3)[N:14]=[CH:13][CH:12]=2)[C:6]([C:21]2[CH:26]=[CH:25][CH:24]=[CH:23][N:22]=2)=[N:5]1.[H-].[Na+].CS(Cl)(=O)=O. (8) Given the product [F:1][C:2]([F:7])([F:6])[C:3]([OH:5])=[O:4].[NH:18]1[CH2:19][CH2:20][CH2:21][C@@H:17]1[C:9]1[O:8][C:12]2[CH:13]=[CH:14][CH:15]=[CH:16][C:11]=2[N:10]=1, predict the reactants needed to synthesize it. The reactants are: [F:1][C:2]([F:7])([F:6])[C:3]([OH:5])=[O:4].[O:8]1[C:12]2[CH:13]=[CH:14][CH:15]=[CH:16][C:11]=2[N:10]=[C:9]1[C@H:17]1[CH2:21][CH2:20][CH2:19][N:18]1C(OC(C)(C)C)=O. (9) Given the product [F:34][C:13]1[C:9]2[CH:8]=[C:7]([C:1]3[CH:2]=[CH:3][CH:4]=[CH:5][CH:6]=3)[CH:18]=[CH:17][C:10]=2[S:11][C:12]=1[C:14]([OH:16])=[O:15], predict the reactants needed to synthesize it. The reactants are: [C:1]1([C:7]2[CH:18]=[CH:17][C:10]3[S:11][C:12]([C:14]([OH:16])=[O:15])=[CH:13][C:9]=3[CH:8]=2)[CH:6]=[CH:5][CH:4]=[CH:3][CH:2]=1.[Li]CCCC.C1C=CC(S(N(S(C2C=CC=CC=2)(=O)=O)[F:34])(=O)=O)=CC=1.